This data is from Forward reaction prediction with 1.9M reactions from USPTO patents (1976-2016). The task is: Predict the product of the given reaction. (1) The product is: [N:7]1([CH2:45]/[CH:44]=[CH:43]/[C:14]2[N:19]=[CH:18][C:17]([NH:20][C:21]3[N:26]=[C:25]([C:27]4[CH:28]=[CH:29][C:30]([O:35][CH:36]5[CH2:41][CH2:40][O:39][CH2:38][CH2:37]5)=[C:31]([CH:34]=4)[C:32]#[N:33])[CH:24]=[CH:23][N:22]=3)=[CH:16][CH:15]=2)[CH2:12][CH2:11][O:10][CH2:9][CH2:8]1. Given the reactants C([O-])([O-])=O.[Cs+].[Cs+].[NH:7]1[CH2:12][CH2:11][O:10][CH2:9][CH2:8]1.Cl[C:14]1[N:19]=[CH:18][C:17]([NH:20][C:21]2[N:26]=[C:25]([C:27]3[CH:28]=[CH:29][C:30]([O:35][CH:36]4[CH2:41][CH2:40][O:39][CH2:38][CH2:37]4)=[C:31]([CH:34]=3)[C:32]#[N:33])[CH:24]=[CH:23][N:22]=2)=[CH:16][CH:15]=1.Cl[CH2:43]/[CH:44]=[CH:45]/B(O)O, predict the reaction product. (2) Given the reactants COC1C=CC(C[O:8][CH2:9][C:10]2[CH:11]=[C:12]([C:16]3[CH2:20][CH:19]([C:21]4[CH:26]=[CH:25][CH:24]=[CH:23][C:22]=4[OH:27])[N:18]([C:28]([C:30]4[S:31][C:32]([C:35]5[CH:40]=[CH:39][CH:38]=[CH:37][N:36]=5)=[CH:33][CH:34]=4)=[O:29])[N:17]=3)[CH:13]=[N:14][CH:15]=2)=CC=1.Cl, predict the reaction product. The product is: [OH:8][CH2:9][C:10]1[CH:11]=[C:12]([C:16]2[CH2:20][CH:19]([C:21]3[CH:26]=[CH:25][CH:24]=[CH:23][C:22]=3[OH:27])[N:18]([C:28]([C:30]3[S:31][C:32]([C:35]4[CH:40]=[CH:39][CH:38]=[CH:37][N:36]=4)=[CH:33][CH:34]=3)=[O:29])[N:17]=2)[CH:13]=[N:14][CH:15]=1. (3) Given the reactants [CH2:1]([N:3]([CH2:11][CH3:12])[C:4]1[CH:9]=[CH:8][C:7]([NH2:10])=[CH:6][CH:5]=1)[CH3:2].C(OC([NH:20][CH2:21][CH2:22][CH2:23][CH2:24][C@H:25]([NH:29][C:30]([O:32][CH2:33][CH:34]1[C:46]2[CH:45]=[CH:44][CH:43]=[CH:42][C:41]=2[C:40]2[C:35]1=[CH:36][CH:37]=[CH:38][CH:39]=2)=[O:31])[C:26](O)=[O:27])=O)(C)(C)C, predict the reaction product. The product is: [CH:36]1[C:35]2[CH:34]([CH2:33][O:32][C:30](=[O:31])[NH:29][C@H:25]([C:26](=[O:27])[NH:10][C:7]3[CH:8]=[CH:9][C:4]([N:3]([CH2:1][CH3:2])[CH2:11][CH3:12])=[CH:5][CH:6]=3)[CH2:24][CH2:23][CH2:22][CH2:21][NH2:20])[C:46]3[C:41](=[CH:42][CH:43]=[CH:44][CH:45]=3)[C:40]=2[CH:39]=[CH:38][CH:37]=1. (4) Given the reactants [C:1]([C:3]1[CH:8]=[CH:7][N:6]=[C:5]([N:9]2[C:16]3[C@@H:15]4[CH2:17][C@@H:14]4[CH2:13][C:12]=3[C:11]([C:18]([OH:20])=O)=[N:10]2)[CH:4]=1)#[N:2].Cl.Cl.[N:23]1[CH:28]=[CH:27][CH:26]=[CH:25][C:24]=1[C:29]1([NH2:33])[CH2:32][CH2:31][CH2:30]1, predict the reaction product. The product is: [N:23]1[CH:28]=[CH:27][CH:26]=[CH:25][C:24]=1[C:29]1([NH:33][C:18]([C:11]2[C:12]3[CH2:13][C@H:14]4[CH2:17][C@H:15]4[C:16]=3[N:9]([C:5]3[CH:4]=[C:3]([C:1]#[N:2])[CH:8]=[CH:7][N:6]=3)[N:10]=2)=[O:20])[CH2:32][CH2:31][CH2:30]1. (5) Given the reactants [F:1][C:2]([F:32])([F:31])[C:3]1[CH:4]=[C:5]([CH:24]=[C:25]([C:27]([F:30])([F:29])[F:28])[CH:26]=1)[C:6]([N:8]1[CH2:13][CH2:12][CH2:11][CH:10]([C:14]([NH:16][C:17]2[CH:22]=[CH:21][C:20]([Cl:23])=[CH:19][CH:18]=2)=O)[CH2:9]1)=O.[H-].[Al+3].[Li+].[H-].[H-].[H-].O.[OH-].[Na+], predict the reaction product. The product is: [F:32][C:2]([F:1])([F:31])[C:3]1[CH:4]=[C:5]([CH:24]=[C:25]([C:27]([F:28])([F:29])[F:30])[CH:26]=1)[CH2:6][N:8]1[CH2:13][CH2:12][CH2:11][CH:10]([CH2:14][NH:16][C:17]2[CH:18]=[CH:19][C:20]([Cl:23])=[CH:21][CH:22]=2)[CH2:9]1. (6) Given the reactants Cl[C:2]1[N:7]=[C:6]([CH2:8][N:9]([CH3:17])[CH2:10][C:11]2[CH:12]=[N:13][CH:14]=[CH:15][CH:16]=2)[CH:5]=[C:4]([N:18]2[CH2:23][CH2:22][O:21][CH2:20][CH2:19]2)[N:3]=1.[F:24][C:25]1[CH:33]=[C:32]2[C:28]([CH:29]=[CH:30][NH:31]2)=[C:27](B2OC(C)(C)C(C)(C)O2)[CH:26]=1, predict the reaction product. The product is: [F:24][C:25]1[CH:33]=[C:32]2[C:28]([CH:29]=[CH:30][NH:31]2)=[C:27]([C:2]2[N:7]=[C:6]([CH2:8][N:9]([CH3:17])[CH2:10][C:11]3[CH:12]=[N:13][CH:14]=[CH:15][CH:16]=3)[CH:5]=[C:4]([N:18]3[CH2:23][CH2:22][O:21][CH2:20][CH2:19]3)[N:3]=2)[CH:26]=1. (7) Given the reactants [Cl:1][C:2]1[C:10]2[C:9]([NH:11][C:12]3[CH:21]=[CH:20][CH:19]=[CH:18][C:13]=3[C:14]([NH:16][CH3:17])=[O:15])=[N:8][C:7]([NH:22][C:23]3[CH:28]=[C:27]([N+:29]([O-])=O)[CH:26]=[CH:25][C:24]=3[O:32][CH3:33])=[N:6][C:5]=2[N:4]([CH2:34][O:35][CH2:36][CH2:37][Si:38]([CH3:41])([CH3:40])[CH3:39])[CH:3]=1.O.[Cl-].[NH4+], predict the reaction product. The product is: [NH2:29][C:27]1[CH:26]=[CH:25][C:24]([O:32][CH3:33])=[C:23]([NH:22][C:7]2[N:8]=[C:9]([NH:11][C:12]3[CH:21]=[CH:20][CH:19]=[CH:18][C:13]=3[C:14]([NH:16][CH3:17])=[O:15])[C:10]3[C:2]([Cl:1])=[CH:3][N:4]([CH2:34][O:35][CH2:36][CH2:37][Si:38]([CH3:41])([CH3:39])[CH3:40])[C:5]=3[N:6]=2)[CH:28]=1. (8) The product is: [C:27]([CH2:26][C:20]1([N:18]2[CH:19]=[C:15]([C:12]([NH2:13])=[O:14])[C:16]([NH:29][C:30]3[CH:31]=[CH:32][C:33]([F:36])=[CH:34][CH:35]=3)=[N:17]2)[CH2:25][CH2:24][N:23]([CH2:3][CH2:2][F:1])[CH2:22][CH2:21]1)#[N:28]. Given the reactants [F:1][CH2:2][CH2:3]O.FC(F)(F)C([O-])=O.[C:12]([C:15]1[C:16]([NH:29][C:30]2[CH:35]=[CH:34][C:33]([F:36])=[CH:32][CH:31]=2)=[N:17][N:18]([C:20]2([CH2:26][C:27]#[N:28])[CH2:25][CH2:24][NH2+:23][CH2:22][CH2:21]2)[CH:19]=1)(=[O:14])[NH2:13].C(O)(C(F)(F)F)=O.[BH-](OC(C)=O)(OC(C)=O)OC(C)=O.[Na+], predict the reaction product. (9) Given the reactants [CH:1]1(P(C2CCCCC2)C2C=CC=CC=2C2C=CC=CC=2)[CH2:6]CCC[CH2:2]1.[CH3:26]N(C)C(=O)C.[CH2:32]1[CH2:42][CH2:41][N:40]2[C:35](=[N:36][CH2:37][CH2:38][CH2:39]2)[CH2:34][CH2:33]1.[OH2:43], predict the reaction product. The product is: [CH3:26][C:38]1[CH:37]=[N:36][C:35]2[NH:40][C:41]3[C:33]([C:34]=2[CH:39]=1)=[CH:6][CH:1]=[CH:2][C:42]=3[CH2:32][OH:43].